This data is from Reaction yield outcomes from USPTO patents with 853,638 reactions. The task is: Predict the reaction yield, written as a fraction of the theoretical maximum amount of product (1.0 means a 100% yield; for example, 0.34 means a 34% yield). (1) The reactants are [CH3:1][C:2]1[N:6]([CH2:7][C:8]2[CH:25]=[CH:24][C:11]3/[C:12](=C/C#N)/[C:13]4[CH:20]=[CH:19][CH:18]=[CH:17][C:14]=4[CH2:15][CH2:16][C:10]=3[CH:9]=2)[C:5]2[CH:26]=[C:27]([C:31]3[CH:36]=[CH:35][CH:34]=[CH:33][CH:32]=3)[CH:28]=[C:29]([CH3:30])[C:4]=2[N:3]=1.[OH-:37].[Na+].Cl.[CH2:40]([OH:42])[CH3:41]. No catalyst specified. The product is [CH3:1][C:2]1[N:6]([CH2:7][C:8]2[CH:25]=[CH:24][C:11]3/[C:12](=[CH:41]/[C:40]([OH:37])=[O:42])/[C:13]4[CH:20]=[CH:19][CH:18]=[CH:17][C:14]=4[CH2:15][CH2:16][C:10]=3[CH:9]=2)[C:5]2[CH:26]=[C:27]([C:31]3[CH:36]=[CH:35][CH:34]=[CH:33][CH:32]=3)[CH:28]=[C:29]([CH3:30])[C:4]=2[N:3]=1. The yield is 0.410. (2) The reactants are [C-:1]#[N:2].[Na+].[CH2:4]1[C:12]2[C:7](=[CH:8][CH:9]=[CH:10][CH:11]=2)[CH2:6][CH:5]1[NH:13][C:14]1[N:15]=[CH:16][C:17]2[CH2:22][N:21]([C:23]([O:25][CH2:26][CH2:27][CH2:28]Cl)=[O:24])[CH2:20][C:18]=2[N:19]=1. The catalyst is CN(C)C=O.ClCCl.O.[Cl-].[Li+]. The product is [CH2:4]1[C:12]2[C:7](=[CH:8][CH:9]=[CH:10][CH:11]=2)[CH2:6][CH:5]1[NH:13][C:14]1[N:15]=[CH:16][C:17]2[CH2:22][N:21]([C:23]([O:25][CH2:26][CH2:27][CH2:28][C:1]#[N:2])=[O:24])[CH2:20][C:18]=2[N:19]=1. The yield is 0.870. (3) The reactants are [N:1]1([C:11]2[CH:18]=[CH:17][C:14]([CH2:15][NH2:16])=[CH:13][CH:12]=2)[C:10]2[C:5](=[CH:6][CH:7]=[CH:8][CH:9]=2)[CH2:4][CH2:3][CH2:2]1.[Cl:19][C:20]1[N:25]=[CH:24][N:23]=[C:22]([C:26](Cl)=[O:27])[CH:21]=1.C(N(CC)CC)C.ClCl. The catalyst is O1CCCC1.ClCCl.C(O)C. The product is [N:1]1([C:11]2[CH:12]=[CH:13][C:14]([CH2:15][NH:16][C:26]([C:22]3[CH:21]=[C:20]([Cl:19])[N:25]=[CH:24][N:23]=3)=[O:27])=[CH:17][CH:18]=2)[C:10]2[C:5](=[CH:6][CH:7]=[CH:8][CH:9]=2)[CH2:4][CH2:3][CH2:2]1. The yield is 0.690. (4) The reactants are [CH3:1][S:2]([C:5]1[CH:10]=[CH:9][C:8]([CH2:11][C:12](Br)=O)=[CH:7][CH:6]=1)(=[O:4])=[O:3].[C-:15]#[N:16].[K+].Cl.C([OH:21])C. The product is [CH3:1][S:2]([C:5]1[CH:10]=[CH:9][C:8]([C:11](=[O:21])[CH2:12][C:15]#[N:16])=[CH:7][CH:6]=1)(=[O:4])=[O:3]. The catalyst is O. The yield is 0.370. (5) The reactants are [C:1]([O:5][C:6]([N:8]1[CH2:12][CH2:11][CH2:10][C@H:9]1[CH2:13][O:14][C:15]1[CH:25]=[CH:24][C:18]([C:19]([O:21]CC)=[O:20])=[CH:17][CH:16]=1)=[O:7])([CH3:4])([CH3:3])[CH3:2].[OH-].[Na+]. The yield is 0.950. The catalyst is CO. The product is [C:1]([O:5][C:6]([N:8]1[CH2:12][CH2:11][CH2:10][C@H:9]1[CH2:13][O:14][C:15]1[CH:16]=[CH:17][C:18]([C:19]([OH:21])=[O:20])=[CH:24][CH:25]=1)=[O:7])([CH3:4])([CH3:2])[CH3:3].